From a dataset of Catalyst prediction with 721,799 reactions and 888 catalyst types from USPTO. Predict which catalyst facilitates the given reaction. (1) Reactant: C1(C(C2C=CC=CC=2)=[N:8][C:9]2[C:10]3[CH:17]=[CH:16][N:15]([CH2:18][C:19]4[CH:24]=[CH:23][N:22]=[CH:21][CH:20]=4)[C:11]=3[N:12]=[CH:13][CH:14]=2)C=CC=CC=1.Cl. Product: [N:22]1[CH:23]=[CH:24][C:19]([CH2:18][N:15]2[C:11]3=[N:12][CH:13]=[CH:14][C:9]([NH2:8])=[C:10]3[CH:17]=[CH:16]2)=[CH:20][CH:21]=1. The catalyst class is: 1. (2) Reactant: [C:1]([O:5][C:6]([N:8]([C:13]1[CH:21]=[CH:20][C:16]([C:17](O)=[O:18])=[CH:15][C:14]=1[O:22][CH2:23][CH:24]1[CH2:26][CH2:25]1)[S:9]([CH3:12])(=[O:11])=[O:10])=[O:7])([CH3:4])([CH3:3])[CH3:2]. Product: [CH:24]1([CH2:23][O:22][C:14]2[CH:15]=[C:16]([CH2:17][OH:18])[CH:20]=[CH:21][C:13]=2[N:8]([S:9]([CH3:12])(=[O:11])=[O:10])[C:6](=[O:7])[O:5][C:1]([CH3:2])([CH3:3])[CH3:4])[CH2:26][CH2:25]1. The catalyst class is: 1. (3) Reactant: [CH3:1][O:2][C:3]1[CH:8]=[C:7]([CH3:9])[C:6]([S:10]([N:13]([CH2:15][C:16]2[O:20][CH:19]=[C:18]([C:21]([OH:23])=O)[CH:17]=2)[CH3:14])(=[O:12])=[O:11])=[C:5]([CH3:24])[CH:4]=1.C1N=CN(C(N2C=NC=C2)=O)C=1.[N:37]1([CH2:43][CH2:44][N:45]2[CH2:50][CH2:49][O:48][CH2:47][CH2:46]2)[CH2:42][CH2:41][NH:40][CH2:39][CH2:38]1. Product: [CH3:1][O:2][C:3]1[CH:4]=[C:5]([CH3:24])[C:6]([S:10]([N:13]([CH3:14])[CH2:15][C:16]2[O:20][CH:19]=[C:18]([C:21]([N:40]3[CH2:39][CH2:38][N:37]([CH2:43][CH2:44][N:45]4[CH2:46][CH2:47][O:48][CH2:49][CH2:50]4)[CH2:42][CH2:41]3)=[O:23])[CH:17]=2)(=[O:11])=[O:12])=[C:7]([CH3:9])[CH:8]=1. The catalyst class is: 26. (4) Product: [C:20]([NH:2][CH2:5][C:6]([C:8]1[N:9]=[CH:10][N:11]2[CH:15]=[CH:14][S:13][C:12]=12)=[O:7])(=[O:21])[CH3:19]. The catalyst class is: 19. Reactant: Cl.[N:2]([CH2:5][C:6]([C:8]1[N:9]=[CH:10][N:11]2[CH:15]=[CH:14][S:13][C:12]=12)=[O:7])=[N+]=[N-].[H][H].C1C[O:21][CH2:20][CH2:19]1.